Regression. Given a peptide amino acid sequence and an MHC pseudo amino acid sequence, predict their binding affinity value. This is MHC class I binding data. From a dataset of Peptide-MHC class I binding affinity with 185,985 pairs from IEDB/IMGT. (1) The peptide sequence is AAVDLSHFL. The MHC is HLA-A03:01 with pseudo-sequence HLA-A03:01. The binding affinity (normalized) is 0. (2) The peptide sequence is EPISILDRI. The MHC is HLA-B53:01 with pseudo-sequence HLA-B53:01. The binding affinity (normalized) is 0.513.